Task: Predict the product of the given reaction.. Dataset: Forward reaction prediction with 1.9M reactions from USPTO patents (1976-2016) (1) Given the reactants [CH2:1](O)[CH2:2][CH2:3]CO.[C:7]1(=O)[O:12][C:10](=[O:11])[CH:9]=[CH:8]1.C#C, predict the reaction product. The product is: [CH2:1]=[CH:2][CH3:3].[CH2:7]([OH:12])[CH2:8][CH2:9][CH2:10][OH:11]. (2) Given the reactants O[Li].O.[C:4]([O:8][C:9]([NH:11][C@H:12]1[CH2:16][CH2:15][N:14]([C:17]2[CH:26]=[CH:25][C:20]([C:21]([O:23]C)=[O:22])=[CH:19][CH:18]=2)[CH2:13]1)=[O:10])([CH3:7])([CH3:6])[CH3:5].Cl, predict the reaction product. The product is: [C:4]([O:8][C:9]([NH:11][C@H:12]1[CH2:16][CH2:15][N:14]([C:17]2[CH:18]=[CH:19][C:20]([C:21]([OH:23])=[O:22])=[CH:25][CH:26]=2)[CH2:13]1)=[O:10])([CH3:7])([CH3:5])[CH3:6]. (3) Given the reactants Br[CH2:2][C:3]([C:5]1[CH:10]=[CH:9][C:8]([CH3:11])=[C:7]([CH3:12])[CH:6]=1)=O.[CH2:13]([C:15]1[CH:20]=[CH:19][N:18]=[C:17]([NH2:21])[CH:16]=1)[CH3:14], predict the reaction product. The product is: [CH3:12][C:7]1[CH:6]=[C:5]([C:3]2[N:21]=[C:17]3[CH:16]=[C:15]([CH2:13][CH3:14])[CH:20]=[CH:19][N:18]3[CH:2]=2)[CH:10]=[CH:9][C:8]=1[CH3:11]. (4) Given the reactants [Cl:1][C:2]1[N:10]=[C:9]2[C:5]([NH:6][CH:7]=[N:8]2)=[C:4](Cl)[N:3]=1.[NH2:12][C:13]1[CH:21]=[CH:20][C:16]([C:17]([NH2:19])=[O:18])=[CH:15][CH:14]=1, predict the reaction product. The product is: [Cl:1][C:2]1[N:10]=[C:9]2[C:5]([N:6]=[CH:7][NH:8]2)=[C:4]([NH:12][C:13]2[CH:21]=[CH:20][C:16]([C:17]([NH2:19])=[O:18])=[CH:15][CH:14]=2)[N:3]=1. (5) The product is: [Cl:1][C:2]1[CH:7]=[C:6]([OH:8])[CH:5]=[CH:4][C:3]=1[CH:10]([CH3:29])[C:11]([C:17]1[CH:18]=[CH:19][C:20]2[O:25][CH2:24][C:23](=[O:26])[N:22]([CH3:27])[C:21]=2[CH:28]=1)([OH:16])[C:12]([F:13])([F:14])[F:15]. Given the reactants [Cl:1][C:2]1[CH:7]=[C:6]([O:8]C)[CH:5]=[CH:4][C:3]=1[CH:10]([CH3:29])[C:11]([C:17]1[CH:18]=[CH:19][C:20]2[O:25][CH2:24][C:23](=[O:26])[N:22]([CH3:27])[C:21]=2[CH:28]=1)([OH:16])[C:12]([F:15])([F:14])[F:13].B(Br)(Br)Br, predict the reaction product. (6) The product is: [Br:9][C:10]1[CH:15]=[CH:14][C:13]([CH2:16][Br:1])=[C:12]([C:17]([F:18])([F:19])[F:20])[CH:11]=1. Given the reactants [Br:1]N1C(=O)CCC1=O.[Br:9][C:10]1[CH:15]=[CH:14][C:13]([CH3:16])=[C:12]([C:17]([F:20])([F:19])[F:18])[CH:11]=1, predict the reaction product. (7) Given the reactants C[O:2][C:3](=[O:12])[CH:4]([C:6]1[CH:11]=[CH:10][CH:9]=[CH:8][CH:7]=1)Br.[CH3:13][C:14]1[CH:19]=[CH:18][C:17]([SH:20])=[CH:16][CH:15]=1.[NH2:21][C:22]1[CH:27]=[CH:26][CH:25]=[CH:24][N:23]=1, predict the reaction product. The product is: [CH3:13][C:14]1[CH:19]=[CH:18][C:17]([S:20][CH:4]([C:6]2[CH:11]=[CH:10][CH:9]=[CH:8][CH:7]=2)[C:3]([OH:2])=[O:12])=[CH:16][CH:15]=1.[CH3:13][C:14]1[CH:19]=[CH:18][C:17]([S:20][CH:4]([C:6]2[CH:7]=[CH:8][CH:9]=[CH:10][CH:11]=2)[C:3]([NH:21][C:22]2[CH:27]=[CH:26][CH:25]=[CH:24][N:23]=2)=[O:12])=[CH:16][CH:15]=1. (8) Given the reactants [CH3:1][N:2]1[CH2:7][CH2:6][CH:5]([NH:8][CH2:9][CH2:10][N:11]2[CH2:15][CH2:14][CH2:13][CH2:12]2)[CH2:4][CH2:3]1.[O:16](C(OC(C)(C)C)=O)[C:17]([O:19][C:20]([CH3:23])([CH3:22])[CH3:21])=O, predict the reaction product. The product is: [C:20]([O:19][C:17](=[O:16])[N:8]([CH:5]1[CH2:6][CH2:7][N:2]([CH3:1])[CH2:3][CH2:4]1)[CH2:9][CH2:10][N:11]1[CH2:15][CH2:14][CH2:13][CH2:12]1)([CH3:23])([CH3:22])[CH3:21].